Predict which catalyst facilitates the given reaction. From a dataset of Catalyst prediction with 721,799 reactions and 888 catalyst types from USPTO. (1) Product: [CH2:6]1[C:12]2[N:11]([CH2:16][CH:15]=[CH:14][CH:13]=2)[CH2:10][CH2:9]1. Reactant: [Br-].ClC1C=C[C:6]([C:9](=O)[CH2:10][N+:11]2[CH:16]=[CH:15][C:14](C(C)C)=[CH:13][CH:12]=2)=CC=1.CC(C)(CC#CC(=O)C(C)(C)C)C(OCC)=O. The catalyst class is: 3. (2) Reactant: C[O:2][C:3]([C:5]1[CH:10]=[N:9][C:8]([N:11]2[CH2:15][CH2:14][CH2:13][CH2:12]2)=[C:7]([O:16][CH2:17][CH:18]2[CH2:22][CH2:21][CH2:20][CH2:19]2)[N:6]=1)=[O:4].[OH-].[Li+]. Product: [CH:18]1([CH2:17][O:16][C:7]2[N:6]=[C:5]([C:3]([OH:4])=[O:2])[CH:10]=[N:9][C:8]=2[N:11]2[CH2:15][CH2:14][CH2:13][CH2:12]2)[CH2:22][CH2:21][CH2:20][CH2:19]1. The catalyst class is: 193. (3) Reactant: [Cl:1][C:2]1[CH:7]=[CH:6][N:5]=[C:4]2[NH:8][CH:9]=[CH:10][C:3]=12.[H-].[Na+].[CH3:13][CH:14]([Si:16](Cl)([CH:20]([CH3:22])[CH3:21])[CH:17]([CH3:19])[CH3:18])[CH3:15]. Product: [Cl:1][C:2]1[CH:7]=[CH:6][N:5]=[C:4]2[N:8]([Si:16]([CH:20]([CH3:22])[CH3:21])([CH:17]([CH3:19])[CH3:18])[CH:14]([CH3:15])[CH3:13])[CH:9]=[CH:10][C:3]=12. The catalyst class is: 1. (4) Reactant: [CH3:1][C:2]([OH:8])([CH3:7])[CH2:3][CH2:4][CH2:5][OH:6].C(N(CC)CC)C.C1(C)C=CC=CC=1.[CH:23]12[CH2:29][CH:26]([CH:27]=[CH:28]1)[CH2:25][CH:24]2[C:30](Cl)=[O:31]. Product: [CH:23]12[CH2:29][CH:26]([CH:27]=[CH:28]1)[CH2:25][CH:24]2[C:30]([O:6][CH2:5][CH2:4][CH2:3][C:2]([OH:8])([CH3:7])[CH3:1])=[O:31]. The catalyst class is: 6. (5) Reactant: [CH3:1][O:2][C:3]1[CH:12]=[C:11]2[C:6]([N:7]=[CH:8][C:9](=[O:35])[N:10]2[CH2:13][CH2:14][N:15]2[CH2:20][CH2:19][CH:18]([NH:21][CH2:22][C:23]3[CH:32]=[C:31]([O:33][CH3:34])[C:26]4[O:27][CH2:28][CH2:29][O:30][C:25]=4[CH:24]=3)[CH2:17][CH2:16]2)=[CH:5][CH:4]=1.[ClH:36].C(OCC)(=O)C. Product: [ClH:36].[CH3:1][O:2][C:3]1[CH:12]=[C:11]2[C:6]([N:7]=[CH:8][C:9](=[O:35])[N:10]2[CH2:13][CH2:14][N:15]2[CH2:20][CH2:19][CH:18]([NH:21][CH2:22][C:23]3[CH:32]=[C:31]([O:33][CH3:34])[C:26]4[O:27][CH2:28][CH2:29][O:30][C:25]=4[CH:24]=3)[CH2:17][CH2:16]2)=[CH:5][CH:4]=1. The catalyst class is: 22. (6) The catalyst class is: 237. Reactant: Cl.[NH2:2][CH2:3][C:4]([NH:6][C:7]1[CH:16]=[CH:15][C:10]([C:11]([O:13][CH3:14])=[O:12])=[CH:9][C:8]=1[O:17][CH3:18])=[O:5].C(N(CC)CC)C.[F:26][C:27]([F:35])([F:34])[C:28]([CH3:33])([CH3:32])[CH2:29][CH:30]=O. Product: [CH3:18][O:17][C:8]1[CH:9]=[C:10]([CH:15]=[CH:16][C:7]=1[NH:6][C:4](=[O:5])[CH2:3]/[N:2]=[CH:30]/[CH2:29][C:28]([CH3:33])([CH3:32])[C:27]([F:35])([F:34])[F:26])[C:11]([O:13][CH3:14])=[O:12].